This data is from Full USPTO retrosynthesis dataset with 1.9M reactions from patents (1976-2016). The task is: Predict the reactants needed to synthesize the given product. (1) Given the product [CH3:11][C:12]1[CH:17]=[C:16]([CH3:18])[CH:15]=[CH:14][C:13]=1[CH2:19][CH2:20][CH:21]1[NH:10][CH2:9][CH2:8][N:3]2[C:2]([CH3:1])=[N:6][C:5]([CH3:7])=[C:4]12, predict the reactants needed to synthesize it. The reactants are: [CH3:1][C:2]1[N:3]([CH2:8][CH2:9][NH2:10])[CH:4]=[C:5]([CH3:7])[N:6]=1.[CH3:11][C:12]1[CH:17]=[C:16]([CH3:18])[CH:15]=[CH:14][C:13]=1[CH2:19][CH2:20][CH:21]=O. (2) Given the product [I:20][C:17]1[CH:16]=[C:15]([CH3:18])[C:14]([CH3:19])=[CH:13][N:12]=1, predict the reactants needed to synthesize it. The reactants are: CN(C)CCO.[Li]CCCC.[N:12]1[CH:17]=[CH:16][C:15]([CH3:18])=[C:14]([CH3:19])[CH:13]=1.[I:20]I. (3) Given the product [O:1]1[C:2]2([CH2:7][CH2:6][N:5]([C:8]([O:10][C:11]([CH3:12])([CH3:13])[CH3:14])=[O:9])[CH2:4][CH2:3]2)[CH2:15][O:16][S:26]1=[O:27], predict the reactants needed to synthesize it. The reactants are: [OH:1][C:2]1([CH2:15][OH:16])[CH2:7][CH2:6][N:5]([C:8]([O:10][C:11]([CH3:14])([CH3:13])[CH3:12])=[O:9])[CH2:4][CH2:3]1.CCN(C(C)C)C(C)C.[S:26](Cl)(Cl)=[O:27].C(=O)(O)[O-].[Na+]. (4) Given the product [CH2:11]1[C:9]2([C:12](=[O:13])[CH2:5][C:6](=[O:16])[NH:7][C:8]32[CH2:14][CH2:15]3)[CH2:10]1, predict the reactants needed to synthesize it. The reactants are: COC([CH:5]1[C:12](=[O:13])[C:9]2([CH2:11][CH2:10]2)[C:8]2([CH2:15][CH2:14]2)[NH:7][C:6]1=[O:16])=O. (5) Given the product [Cl:40][C:41]1[CH:50]=[C:49]2[C:44]([CH:45]=[C:46]([S:51]([CH2:54][CH2:55][C:56]([N:36]3[CH2:37][CH2:38][CH:33]([N:31]4[CH2:32][C:28]5=[CH:27][N:26]=[C:25]([CH3:24])[N:29]5[C:30]4=[O:39])[CH2:34][CH2:35]3)=[O:57])(=[O:52])=[O:53])[CH2:47][O:48]2)=[CH:43][CH:42]=1, predict the reactants needed to synthesize it. The reactants are: CCN=C=NCCCN(C)C.C1C=CC2N(O)N=NC=2C=1.Cl.Cl.[CH3:24][C:25]1[N:29]2[C:30](=[O:39])[N:31]([CH:33]3[CH2:38][CH2:37][NH:36][CH2:35][CH2:34]3)[CH2:32][C:28]2=[CH:27][N:26]=1.[Cl:40][C:41]1[CH:50]=[C:49]2[C:44]([CH:45]=[C:46]([S:51]([CH2:54][CH2:55][C:56](O)=[O:57])(=[O:53])=[O:52])[CH2:47][O:48]2)=[CH:43][CH:42]=1. (6) Given the product [F:12][C:13]1[CH:14]=[C:15]([CH2:20][CH2:21][CH:22]2[NH:11][CH2:10][CH2:9][N:4]3[C:3]([CH2:1][CH3:2])=[N:7][C:6]([I:8])=[C:5]23)[CH:16]=[CH:17][C:18]=1[F:19], predict the reactants needed to synthesize it. The reactants are: [CH2:1]([C:3]1[N:4]([CH2:9][CH2:10][NH2:11])[CH:5]=[C:6]([I:8])[N:7]=1)[CH3:2].[F:12][C:13]1[CH:14]=[C:15]([CH2:20][CH2:21][CH:22]=O)[CH:16]=[CH:17][C:18]=1[F:19]. (7) Given the product [CH3:2][O:3][C:4]([C:6]1[CH:7]=[CH:8][C:9]([O:10][C:11]2[CH:23]=[N:22][CH:21]=[CH:20][C:12]=2[C:13]([OH:15])=[O:14])=[CH:24][CH:25]=1)=[O:5], predict the reactants needed to synthesize it. The reactants are: Cl.[CH3:2][O:3][C:4]([C:6]1[CH:25]=[CH:24][C:9]([O:10][C:11]2[CH:23]=[N:22][CH:21]=[CH:20][C:12]=2[C:13]([O:15]C(C)(C)C)=[O:14])=[CH:8][CH:7]=1)=[O:5]. (8) The reactants are: Br[C:2]1[O:6][C:5]([CH:7]=O)=[CH:4][CH:3]=1.C[C:10]1([CH3:23])[C:15]([CH3:17])(C)[CH:14]=[N:13][C:12](B2OCCO2)=[CH:11]1.[C:24](=[O:27])([O-])[O-].[K+].[K+].CN(C)[CH:32]=[O:33]. Given the product [CH2:10]([C:15]1[CH:17]=[C:7]([C:5]2[O:6][C:2]([CH:24]=[O:27])=[CH:3][CH:4]=2)[C:12]([CH3:11])=[N:13][C:14]=1[O:33][CH3:32])[CH3:23], predict the reactants needed to synthesize it. (9) Given the product [CH2:13]([O:15][C:16](=[O:25])[CH:17]=[C:18]([C:2]1[CH:10]=[C:9]2[C:5]([C:6]([O:11][CH3:12])=[N:7][NH:8]2)=[CH:4][CH:3]=1)[C:19]1[CH:20]=[N:21][CH:22]=[CH:23][CH:24]=1)[CH3:14], predict the reactants needed to synthesize it. The reactants are: Br[C:2]1[CH:10]=[C:9]2[C:5]([C:6]([O:11][CH3:12])=[N:7][NH:8]2)=[CH:4][CH:3]=1.[CH2:13]([O:15][C:16](=[O:25])[CH:17]=[CH:18][C:19]1[CH:20]=[N:21][CH:22]=[CH:23][CH:24]=1)[CH3:14].C(OC(=O)C=C(C1C=CC=C2C=1C(C#N)=CN2)C1C=CC=CC=1)C.